Dataset: Full USPTO retrosynthesis dataset with 1.9M reactions from patents (1976-2016). Task: Predict the reactants needed to synthesize the given product. (1) Given the product [CH3:40][O:41][C:42](=[O:52])[C:43]1[CH:48]=[C:47]([CH3:49])[C:46]([O:50][CH2:8][CH:7]([CH:1]2[CH2:6][CH2:5][CH2:4][CH2:3][CH2:2]2)[N:19]2[C:23]3[CH:24]=[C:25]([F:29])[C:26]([F:28])=[CH:27][C:22]=3[N:21]=[C:20]2[C:30]2[C:31]([O:38][CH3:39])=[N:32][C:33]([O:36][CH3:37])=[CH:34][CH:35]=2)=[C:45]([CH3:51])[CH:44]=1, predict the reactants needed to synthesize it. The reactants are: [CH:1]1([CH:7]([N:19]2[C:23]3[CH:24]=[C:25]([F:29])[C:26]([F:28])=[CH:27][C:22]=3[N:21]=[C:20]2[C:30]2[C:31]([O:38][CH3:39])=[N:32][C:33]([O:36][CH3:37])=[CH:34][CH:35]=2)[CH2:8]OC2C=CC(C(O)=O)=CN=2)[CH2:6][CH2:5][CH2:4][CH2:3][CH2:2]1.[CH3:40][O:41][C:42](=[O:52])[C:43]1[CH:48]=[C:47]([CH3:49])[C:46]([OH:50])=[C:45]([CH3:51])[CH:44]=1. (2) Given the product [NH2:1][C:2]1[C:11]2[C:6](=[C:7]([C:24]3[CH:25]=[CH:26][C:21]([N:20]([CH3:30])[CH3:19])=[CH:22][CH:23]=3)[CH:8]=[CH:9][CH:10]=2)[N:5]=[N:4][C:3]=1[C:13]([NH:15][CH2:16][CH2:17][CH3:18])=[O:14], predict the reactants needed to synthesize it. The reactants are: [NH2:1][C:2]1[C:11]2[C:6](=[C:7](Br)[CH:8]=[CH:9][CH:10]=2)[N:5]=[N:4][C:3]=1[C:13]([NH:15][CH2:16][CH2:17][CH3:18])=[O:14].[CH3:19][N:20]([CH3:30])[C:21]1[CH:26]=[CH:25][C:24](B(O)O)=[CH:23][CH:22]=1. (3) Given the product [NH2:8][C:5]1[C:4]2[CH:16]=[C:12]([CH3:13])[S:11][C:3]=2[C:2]([Cl:1])=[CH:7][CH:6]=1, predict the reactants needed to synthesize it. The reactants are: [Cl:1][C:2]1[CH:7]=[CH:6][C:5]([N+:8]([O-])=O)=[CH:4][C:3]=1[S:11][CH2:12][C:13](Cl)=C.[CH3:16]COC(C)=O.O. (4) Given the product [OH:1][C:2]1[CH:9]=[C:8]([O:10][CH2:11][CH2:12][CH2:13][CH2:14][CH2:15][CH2:16][CH2:17][CH3:18])[CH:7]=[CH:6][C:3]=1[CH:4]=[N:20][OH:21], predict the reactants needed to synthesize it. The reactants are: [OH:1][C:2]1[CH:9]=[C:8]([O:10][CH2:11][CH2:12][CH2:13][CH2:14][CH2:15][CH2:16][CH2:17][CH3:18])[CH:7]=[CH:6][C:3]=1[CH:4]=O.Cl.[NH2:20][OH:21].